This data is from CYP3A4 inhibition data for predicting drug metabolism from PubChem BioAssay. The task is: Regression/Classification. Given a drug SMILES string, predict its absorption, distribution, metabolism, or excretion properties. Task type varies by dataset: regression for continuous measurements (e.g., permeability, clearance, half-life) or binary classification for categorical outcomes (e.g., BBB penetration, CYP inhibition). Dataset: cyp3a4_veith. (1) The molecule is Cc1[nH]c2ccccc2c1C(c1ccccn1)N1CCC(C)CC1. The result is 1 (inhibitor). (2) The compound is c1cncc(CNc2cc(-c3ccc4c(c3)OCO4)ncn2)c1. The result is 1 (inhibitor). (3) The compound is CCn1c(-c2ccoc2C)n[nH]c1=S. The result is 0 (non-inhibitor). (4) The drug is CCc1c(C)c(C#N)c2nc3ccccc3n2c1N1CCN(c2cc(C)ccn2)CC1. The result is 0 (non-inhibitor). (5) The drug is Cc1nn(C)cc1C(=O)NNC(=S)Nc1ccc(F)cc1. The result is 0 (non-inhibitor). (6) The drug is CC(=O)c1cnc2c(C(=O)O)cnn2c1C. The result is 0 (non-inhibitor). (7) The drug is COc1ccc(OC)c2[nH]c(=O)c(CCNC(=O)c3ccc(S(=O)(=O)N4CCCC4)cc3)cc12. The result is 1 (inhibitor). (8) The compound is COc1ccccc1-c1nnc(NC(C)=O)s1. The result is 0 (non-inhibitor). (9) The compound is CC(=O)N(C)c1nnc(-c2cnccn2)s1. The result is 0 (non-inhibitor).